This data is from Experimentally validated miRNA-target interactions with 360,000+ pairs, plus equal number of negative samples. The task is: Binary Classification. Given a miRNA mature sequence and a target amino acid sequence, predict their likelihood of interaction. (1) The miRNA is hsa-miR-4734 with sequence GCUGCGGGCUGCGGUCAGGGCG. The protein sequence of the target gene is MNLETGSRGSEFGMSAVSCGNGKLRQWLIDQIDSGKYPGLVWENEEKSVFRIPWKHAGKQDYNREEDAALFKAWALFKGKFREGIDKPDPPTWKTRLRCALNKSNDFEELVERSQLDISDPYKVYRIVPEGAKKGAKQLTLDDTQMAMGHPYPMTAPYGSLPAQQVHNYMMPPHDRSWRDYAPDQSHPEIPYQCPVTFGPRGHHWQGPSCENGCQVTGTFYACAPPESQAPGIPIEPSIRSAEALALSDCRLHICLYYRDILVKELTTTSPEGCRISHGHTYDVSNLDQVLFPYPDDNGQ.... Result: 0 (no interaction). (2) The miRNA is hsa-miR-1255b-2-3p with sequence AACCACUUUCUUUGCUCAUCCA. The protein sequence of the target gene is MATTRYEPVAEIGVGAYGTVYKARDPHSGHFVALKSVRVPNGGAAGGGLPVSTVREVALLRRLEAFEHPNVVRLMDVCATSRTDRDIKVTLVFEHIDQDLRTYLDKAPPPGLPVETIKDLMRQFLSGLDFLHANCIVHRDLKPENILVTSNGTVKLADFGLARIYSYQMALTPVVVTLWYRAPEVLLQSTYATPVDMWSVGCIFAEMFRRKPLFCGNSEADQLGKIFDLIGLPPEDDWPREVSLPRGAFSPRGPRPVQSVVPEMEESGAQLLLEMLTFNPLKRISAFRALQHSYLHKEES.... Result: 0 (no interaction). (3) Result: 1 (interaction). The protein sequence of the target gene is MPGLVDSNPAPPESQEKKPLKPCCACPETKKARDACIIEKGEEHCGHLIEAHKECMRALGFKI. The miRNA is hsa-miR-186-5p with sequence CAAAGAAUUCUCCUUUUGGGCU. (4) The miRNA is hsa-miR-4701-3p with sequence AUGGGUGAUGGGUGUGGUGU. The protein sequence of the target gene is MAVLLETTLGDVVIDLYTEERPRACLNFLKLCKIKYYNYCLIHNVQRDFIIQTGDPTGTGRGGESIFGQLYGDQASFFEAEKVPRIKHKKKGTVSMVNNGSDQHGSQFLITTGENLDYLDGVHTVFGEVTEGMDIIKKINETFVDKDFVPYQDIRINHTVILDDPFDDPPDLLIPDRSPEPTREQLDSGRIGADEEIDDFKGRSAEEVEEIKAEKEAKTQAILLEMVGDLPDADIKPPENVLFVCKLNPVTTDEDLEIIFSRFGPIRSCEVIRDWKTGESLCYAFIEFEKEEDCEKAFFK.... Result: 1 (interaction).